The task is: Predict the reaction yield, written as a fraction of the theoretical maximum amount of product (1.0 means a 100% yield; for example, 0.34 means a 34% yield).. This data is from Reaction yield outcomes from USPTO patents with 853,638 reactions. The reactants are [CH3:1][O:2][C:3]1[N:8]=[CH:7][C:6]([C:9]2[C:13]3[CH:14]=[C:15]4[C:20](=[CH:21][C:12]=3[N:11](C(C3C=CC=CC=3)(C3C=CC=CC=3)C3C=CC=CC=3)[N:10]=2)[NH:19][C:18](=[O:22])[N:17]([C@@H:23]2[CH2:28][CH2:27][CH2:26][N:25](C(OC(C)(C)C)=O)[CH2:24]2)[CH2:16]4)=[CH:5][N:4]=1.C(O)(C(F)(F)F)=O. The catalyst is C(Cl)Cl. The product is [CH3:1][O:2][C:3]1[N:4]=[CH:5][C:6]([C:9]2[C:13]3[CH:14]=[C:15]4[C:20](=[CH:21][C:12]=3[NH:11][N:10]=2)[NH:19][C:18](=[O:22])[N:17]([C@@H:23]2[CH2:28][CH2:27][CH2:26][NH:25][CH2:24]2)[CH2:16]4)=[CH:7][N:8]=1. The yield is 0.928.